Task: Predict the reactants needed to synthesize the given product.. Dataset: Full USPTO retrosynthesis dataset with 1.9M reactions from patents (1976-2016) (1) The reactants are: [NH2:1][C:2]1[CH:3]=[C:4]([NH:9][S:10]([N:13]([CH3:15])[CH3:14])(=[O:12])=[O:11])[C:5]([Cl:8])=[N:6][CH:7]=1.F[C:17]1[C:22]([C:23]2[N:28]=[C:27]([CH3:29])[N:26]=[C:25]([NH2:30])[N:24]=2)=[CH:21][C:20]([O:31][CH3:32])=[CH:19][N:18]=1.C[Si]([N-][Si](C)(C)C)(C)C.[Na+].[NH4+].[Cl-]. Given the product [NH2:30][C:25]1[N:26]=[C:27]([CH3:29])[N:28]=[C:23]([C:22]2[C:17]([NH:1][C:2]3[CH:3]=[C:4]([NH:9][S:10]([N:13]([CH3:15])[CH3:14])(=[O:11])=[O:12])[C:5]([Cl:8])=[N:6][CH:7]=3)=[N:18][CH:19]=[C:20]([O:31][CH3:32])[CH:21]=2)[N:24]=1, predict the reactants needed to synthesize it. (2) Given the product [ClH:20].[CH3:22][O:21][C:11]1[CH:12]=[C:13]2[C:18](=[CH:19][CH:10]=1)[N:17]=[CH:16][N:15]=[CH:14]2, predict the reactants needed to synthesize it. The reactants are: Cl.C(O[C:10]1[CH:19]=[C:18]2[C:13]([C:14]([Cl:20])=[N:15][CH:16]=[N:17]2)=[CH:12][C:11]=1[O:21][CH3:22])C1C=CC=CC=1.FC1C=C(C)C(OC(OC)=O)=CC=1N. (3) The reactants are: [N+:1]([C:4]1[CH:11]=[CH:10][C:7]([CH:8]=O)=[CH:6][CH:5]=1)([O-:3])=[O:2].[C:12]([O:28][CH:29]1[CH:34]([CH:35]([CH3:37])[CH3:36])[CH2:33][CH2:32][CH:31]([CH3:38])[CH2:30]1)(=[O:27])[CH2:13][C:14]([O:16][CH:17]1[CH:22]([CH:23]([CH3:25])[CH3:24])[CH2:21][CH2:20][CH:19]([CH3:26])[CH2:18]1)=[O:15].O. Given the product [N+:1]([C:4]1[CH:11]=[CH:10][C:7]([CH:8]=[C:13]([C:12]([O:28][CH:29]2[CH:34]([CH:35]([CH3:37])[CH3:36])[CH2:33][CH2:32][CH:31]([CH3:38])[CH2:30]2)=[O:27])[C:14]([O:16][CH:17]2[CH:22]([CH:23]([CH3:25])[CH3:24])[CH2:21][CH2:20][CH:19]([CH3:26])[CH2:18]2)=[O:15])=[CH:6][CH:5]=1)([O-:3])=[O:2], predict the reactants needed to synthesize it. (4) Given the product [NH2:6][C:7]1[C:15]([Cl:16])=[CH:14][CH:13]=[C:12]([Cl:17])[C:8]=1[C:9]([N:3]([O:4][CH3:5])[CH3:2])=[O:10], predict the reactants needed to synthesize it. The reactants are: Cl.[CH3:2][NH:3][O:4][CH3:5].[NH2:6][C:7]1[C:15]([Cl:16])=[CH:14][CH:13]=[C:12]([Cl:17])[C:8]=1[C:9](O)=[O:10].CN1CCOCC1.CN(C(ON1N=NC2C=CC=CC1=2)=[N+](C)C)C.F[P-](F)(F)(F)(F)F. (5) Given the product [N:36]1([CH:10]2[CH2:9][N:8]([C:6]([O:5][C:1]([CH3:3])([CH3:4])[CH3:2])=[O:7])[C:13]3=[N:14][C:15]([C:25]4[CH:30]=[CH:29][C:28]([CH3:31])=[CH:27][CH:26]=4)=[C:16]([C:18]4[CH:19]=[CH:20][C:21]([CH3:24])=[CH:22][CH:23]=4)[N:17]=[C:12]3[CH2:11]2)[CH2:41][CH2:40][CH2:39][CH2:38][CH2:37]1, predict the reactants needed to synthesize it. The reactants are: [C:1]([O:5][C:6]([N:8]1[C:13]2=[N:14][C:15]([C:25]3[CH:30]=[CH:29][C:28]([CH3:31])=[CH:27][CH:26]=3)=[C:16]([C:18]3[CH:23]=[CH:22][C:21]([CH3:24])=[CH:20][CH:19]=3)[N:17]=[C:12]2[CH2:11][CH:10](OC(=O)C)[CH2:9]1)=[O:7])([CH3:4])([CH3:3])[CH3:2].[NH:36]1[CH2:41][CH2:40][CH2:39][CH2:38][CH2:37]1. (6) The reactants are: [NH2:1][C@H:2]1[CH2:7][CH2:6][C@H:5]([NH:8][C:9]2[CH:10]=[C:11]([NH:18]CC3C=CC(OC)=CC=3)[C:12]3[N:13]([CH:15]=[CH:16][N:17]=3)[N:14]=2)[CH2:4][CH2:3]1.C(O)(C(F)(F)F)=O. Given the product [NH2:1][C@H:2]1[CH2:7][CH2:6][C@H:5]([NH:8][C:9]2[CH:10]=[C:11]([NH2:18])[C:12]3[N:13]([CH:15]=[CH:16][N:17]=3)[N:14]=2)[CH2:4][CH2:3]1, predict the reactants needed to synthesize it. (7) Given the product [ClH:28].[NH2:20][CH2:19][CH2:18][NH:17][C:15]([C@H:12]1[CH2:11][CH2:10][C@H:9]([C:1](=[O:8])[C:2]2[CH:3]=[CH:4][CH:5]=[CH:6][CH:7]=2)[CH2:14][CH2:13]1)=[O:16], predict the reactants needed to synthesize it. The reactants are: [C:1]([C@H:9]1[CH2:14][CH2:13][C@H:12]([C:15]([NH:17][CH2:18][CH2:19][NH:20]C(=O)OC(C)(C)C)=[O:16])[CH2:11][CH2:10]1)(=[O:8])[C:2]1[CH:7]=[CH:6][CH:5]=[CH:4][CH:3]=1.[ClH:28]. (8) Given the product [CH3:1][O:2][C:3]([C:5]1[C:6]([OH:30])=[C:7]2[C:12](=[C:13]([C:36]3[S:40][CH:39]=[N:38][CH:37]=3)[N:14]=1)[N:11]([CH2:16][C:17]1[CH:22]=[CH:21][CH:20]=[CH:19][CH:18]=1)[C:10](=[O:23])[C:9]([C:24]1[CH:29]=[CH:28][CH:27]=[CH:26][CH:25]=1)=[CH:8]2)=[O:4], predict the reactants needed to synthesize it. The reactants are: [CH3:1][O:2][C:3]([C:5]1[C:6]([OH:30])=[C:7]2[C:12](=[C:13](Br)[N:14]=1)[N:11]([CH2:16][C:17]1[CH:22]=[CH:21][CH:20]=[CH:19][CH:18]=1)[C:10](=[O:23])[C:9]([C:24]1[CH:29]=[CH:28][CH:27]=[CH:26][CH:25]=1)=[CH:8]2)=[O:4].C([Sn](CCCC)(CCCC)[C:36]1[S:40][CH:39]=[N:38][CH:37]=1)CCC.CCOC(C)=O.Cl.